This data is from Peptide-MHC class II binding affinity with 134,281 pairs from IEDB. The task is: Regression. Given a peptide amino acid sequence and an MHC pseudo amino acid sequence, predict their binding affinity value. This is MHC class II binding data. (1) The peptide sequence is ELQLKDGRRIVVPCR. The MHC is DRB1_1101 with pseudo-sequence DRB1_1101. The binding affinity (normalized) is 0.445. (2) The peptide sequence is ARGYISTRVGMGEAA. The MHC is DRB1_1302 with pseudo-sequence DRB1_1302. The binding affinity (normalized) is 0.285.